From a dataset of Full USPTO retrosynthesis dataset with 1.9M reactions from patents (1976-2016). Predict the reactants needed to synthesize the given product. (1) Given the product [NH:32]1[CH2:33][CH2:34][CH:31]1[C:28]1[CH:29]=[CH:30][C:25]([C:3]2[CH:4]=[C:5]3[C:9](=[CH:10][C:2]=2[Cl:1])[NH:8][CH:7]=[C:6]3[C:11]([O:13][CH3:14])=[O:12])=[CH:26][CH:27]=1, predict the reactants needed to synthesize it. The reactants are: [Cl:1][C:2]1[CH:10]=[C:9]2[C:5]([C:6]([C:11]([O:13][CH3:14])=[O:12])=[CH:7][NH:8]2)=[CH:4][C:3]=1B1OCC(C)(C)CO1.Cl.Br[C:25]1[CH:30]=[CH:29][C:28]([CH:31]2[CH2:34][CH2:33][NH:32]2)=[CH:27][CH:26]=1.C(=O)([O-])[O-].[K+].[K+].C1(C)C=CC=CC=1. (2) Given the product [CH:2]([N:5]1[C:13]2[C:8](=[CH:9][C:10]([C:14]3[O:18][N:17]=[C:16]([C:19]4[CH:28]=[CH:27][CH:26]=[C:25]5[C:20]=4[CH2:21][CH2:22][CH2:23][CH:24]5[NH:29][C:30](=[O:32])[CH3:31])[N:15]=3)=[CH:11][CH:12]=2)[CH:7]=[CH:6]1)([CH3:4])[CH3:3], predict the reactants needed to synthesize it. The reactants are: Cl.[CH:2]([N:5]1[C:13]2[C:8](=[CH:9][C:10]([C:14]3[O:18][N:17]=[C:16]([C:19]4[CH:28]=[CH:27][CH:26]=[C:25]5[C:20]=4[CH2:21][CH2:22][CH2:23][CH:24]5[NH2:29])[N:15]=3)=[CH:11][CH:12]=2)[CH:7]=[CH:6]1)([CH3:4])[CH3:3].[C:30](Cl)(=[O:32])[CH3:31]. (3) Given the product [CH3:1][O:2][C:3](=[O:13])[C:4]1[C:9]([CH3:10])=[CH:8][CH:7]=[C:6]([F:11])[C:5]=1[N:12]=[C:15]=[O:17], predict the reactants needed to synthesize it. The reactants are: [CH3:1][O:2][C:3](=[O:13])[C:4]1[C:9]([CH3:10])=[CH:8][CH:7]=[C:6]([F:11])[C:5]=1[NH2:12].Cl[C:15](Cl)([O:17]C(=O)OC(Cl)(Cl)Cl)Cl. (4) Given the product [Cl:4][C:5]1[CH:6]=[CH:7][C:8]([C:11]2[N:15]([C:16]3[CH:17]=[N:18][CH:19]=[CH:20][CH:21]=3)[N:14]=[C:13]([C:22]([OH:24])=[O:23])[CH:12]=2)=[N:9][CH:10]=1, predict the reactants needed to synthesize it. The reactants are: C[O-].[Na+].[Cl:4][C:5]1[CH:6]=[CH:7][C:8]([C:11]2[N:15]([C:16]3[CH:17]=[N:18][CH:19]=[CH:20][CH:21]=3)[N:14]=[C:13]([C:22]([O:24]CC)=[O:23])[CH:12]=2)=[N:9][CH:10]=1.Cl.C(Cl)(Cl)Cl. (5) Given the product [CH3:19][O:20][NH:21][C:12](=[O:13])[C:11]1[CH:15]=[CH:16][N:17]=[CH:18][C:10]=1[NH:9][C:3]1[CH:4]=[CH:5][C:6]([I:8])=[CH:7][C:2]=1[Cl:1], predict the reactants needed to synthesize it. The reactants are: [Cl:1][C:2]1[CH:7]=[C:6]([I:8])[CH:5]=[CH:4][C:3]=1[NH:9][C:10]1[CH:18]=[N:17][CH:16]=[CH:15][C:11]=1[C:12](O)=[O:13].[CH3:19][O:20][NH2:21]. (6) Given the product [Cl:1][C:2]1[CH:7]=[C:6]([B:9]([OH:13])[OH:10])[CH:5]=[C:4]([Cl:8])[N:3]=1, predict the reactants needed to synthesize it. The reactants are: [Cl:1][C:2]1[CH:7]=[CH:6][CH:5]=[C:4]([Cl:8])[N:3]=1.[B:9]1(B2OC(C)(C)C(C)(C)O2)[O:13]C(C)(C)C(C)(C)[O:10]1.